This data is from NCI-60 drug combinations with 297,098 pairs across 59 cell lines. The task is: Regression. Given two drug SMILES strings and cell line genomic features, predict the synergy score measuring deviation from expected non-interaction effect. Drug 1: CCCS(=O)(=O)NC1=C(C(=C(C=C1)F)C(=O)C2=CNC3=C2C=C(C=N3)C4=CC=C(C=C4)Cl)F. Drug 2: C1=NNC2=C1C(=O)NC=N2. Cell line: A549. Synergy scores: CSS=3.04, Synergy_ZIP=-0.0886, Synergy_Bliss=1.90, Synergy_Loewe=-8.64, Synergy_HSA=-0.611.